Dataset: Full USPTO retrosynthesis dataset with 1.9M reactions from patents (1976-2016). Task: Predict the reactants needed to synthesize the given product. (1) Given the product [Cl:25][C:4]1[CH:3]=[C:2]([NH:1][C:29]([C@@H:28]2[CH2:32][CH2:33][CH2:34][N:27]2[CH3:26])=[O:30])[CH:7]=[CH:6][C:5]=1[N:8]1[CH2:9][CH2:10][CH:11]([N:14]2[C:19]3[CH:20]=[CH:21][CH:22]=[CH:23][C:18]=3[CH2:17][O:16][C:15]2=[O:24])[CH2:12][CH2:13]1, predict the reactants needed to synthesize it. The reactants are: [NH2:1][C:2]1[CH:7]=[CH:6][C:5]([N:8]2[CH2:13][CH2:12][CH:11]([N:14]3[C:19]4[CH:20]=[CH:21][CH:22]=[CH:23][C:18]=4[CH2:17][O:16][C:15]3=[O:24])[CH2:10][CH2:9]2)=[C:4]([Cl:25])[CH:3]=1.[CH3:26][N:27]1[CH2:34][CH2:33][CH2:32][C@H:28]1[C:29](O)=[O:30].C(N(CC)C(C)C)(C)C.ON1C2C=CC=CC=2N=N1.F[B-](F)(F)F.N1(OC(N(C)C)=[N+](C)C)C2C=CC=CC=2N=N1. (2) Given the product [Cl:31][C:11]1[C:10]2[C:15](=[CH:16][CH:17]=[CH:18][C:9]=2[O:8][CH2:7][CH2:6][N:2]([CH3:1])[C:3](=[O:5])[CH3:4])[N:14]=[CH:13][N:12]=1, predict the reactants needed to synthesize it. The reactants are: [CH3:1][N:2]([CH2:6][CH2:7][O:8][C:9]1[CH:18]=[CH:17][CH:16]=[C:15]2[C:10]=1[C:11](=O)[NH:12][CH:13]=[N:14]2)[C:3](=[O:5])[CH3:4].C(N(C(C)C)CC)(C)C.P(Cl)(Cl)([Cl:31])=O.C(=O)([O-])O.[Na+]. (3) Given the product [ClH:36].[F:26][C:27]1[CH:32]=[CH:31][C:30]([NH:33][C:34]([N:21]2[CH2:22][CH2:23][N:18]([C:11]3[C:12]4[C:17](=[CH:16][CH:15]=[CH:14][CH:13]=4)[C:8]([C:5]4[CH:4]=[CH:3][C:2]([F:1])=[CH:7][CH:6]=4)=[N:9][N:10]=3)[CH2:19][C@@H:20]2[CH2:24][OH:25])=[O:35])=[CH:29][CH:28]=1, predict the reactants needed to synthesize it. The reactants are: [F:1][C:2]1[CH:7]=[CH:6][C:5]([C:8]2[C:17]3[C:12](=[CH:13][CH:14]=[CH:15][CH:16]=3)[C:11]([N:18]3[CH2:23][CH2:22][NH:21][C@@H:20]([CH2:24][OH:25])[CH2:19]3)=[N:10][N:9]=2)=[CH:4][CH:3]=1.[F:26][C:27]1[CH:32]=[CH:31][C:30]([N:33]=[C:34]=[O:35])=[CH:29][CH:28]=1.[ClH:36].